This data is from Reaction yield outcomes from USPTO patents with 853,638 reactions. The task is: Predict the reaction yield, written as a fraction of the theoretical maximum amount of product (1.0 means a 100% yield; for example, 0.34 means a 34% yield). (1) The reactants are [CH3:1][C:2]1[S:6][C:5]([CH:7]=O)=[CH:4][CH:3]=1.Cl.[NH2:10][OH:11].C([O-])(=O)C.[Na+]. The catalyst is CCO.O. The product is [CH3:1][C:2]1[S:6][C:5]([CH:7]=[N:10][OH:11])=[CH:4][CH:3]=1. The yield is 0.760. (2) The catalyst is C1(C)C=CC=CC=1. The product is [Cl:21][C:22]1[CH:27]=[CH:26][C:25]([C:2]2[S:19][C:5]3[N:6]([CH3:18])[C:7](=[O:17])[N:8]([CH2:11][CH2:12][C:13]([O:15][CH3:16])=[O:14])[C:9](=[O:10])[C:4]=3[C:3]=2[CH3:20])=[CH:24][CH:23]=1. The reactants are Br[C:2]1[S:19][C:5]2[N:6]([CH3:18])[C:7](=[O:17])[N:8]([CH2:11][CH2:12][C:13]([O:15][CH3:16])=[O:14])[C:9](=[O:10])[C:4]=2[C:3]=1[CH3:20].[Cl:21][C:22]1[CH:27]=[CH:26][C:25](B(O)O)=[CH:24][CH:23]=1.C([O-])([O-])=O.[Cs+].[Cs+]. The yield is 0.465. (3) The reactants are [Br:1][C:2]1[CH:7]=[CH:6][C:5]([CH3:8])=[C:4]([F:9])[CH:3]=1.C([N-]C(C)C)(C)C.[Li+].CN(C)[CH:20]=[O:21].C(O)(=O)C. The catalyst is O1CCCC1.O. The product is [Br:1][C:2]1[C:3]([CH:20]=[O:21])=[C:4]([F:9])[C:5]([CH3:8])=[CH:6][CH:7]=1. The yield is 0.830. (4) The reactants are [F:1][C:2]1[CH:3]=[CH:4][C:5]([C:8]2[C:12]([CH2:13][CH2:14][C:15]3[S:16][C:17]([C:20]([OH:22])=O)=[CH:18][N:19]=3)=[C:11]([CH3:23])[O:10][N:9]=2)=[N:6][CH:7]=1.[F:24][C:25]([F:29])([F:28])[CH2:26][NH2:27]. No catalyst specified. The product is [F:24][C:25]([F:29])([F:28])[CH2:26][NH:27][C:20]([C:17]1[S:16][C:15]([CH2:14][CH2:13][C:12]2[C:8]([C:5]3[CH:4]=[CH:3][C:2]([F:1])=[CH:7][N:6]=3)=[N:9][O:10][C:11]=2[CH3:23])=[N:19][CH:18]=1)=[O:22]. The yield is 0.680. (5) The reactants are [CH:1]([NH:4][C:5]1[CH:10]=[CH:9][CH:8]=[CH:7][C:6]=1[CH2:11][OH:12])([CH3:3])[CH3:2]. The catalyst is C1(C)C=CC=CC=1.[O-2].[O-2].[Mn+4]. The product is [CH:1]([NH:4][C:5]1[CH:10]=[CH:9][CH:8]=[CH:7][C:6]=1[CH:11]=[O:12])([CH3:3])[CH3:2]. The yield is 0.900. (6) The reactants are [CH2:1]([CH:8]([CH2:22][C:23]1[CH:28]=[CH:27][CH:26]=[CH:25][CH:24]=1)[CH2:9][NH:10][C:11]1[C:20]2[C:15](=[CH:16][CH:17]=[CH:18][CH:19]=2)[N:14]=[C:13](Cl)[N:12]=1)[C:2]1[CH:7]=[CH:6][CH:5]=[CH:4][CH:3]=1.[CH3:29][C:30]1[C:35](B(O)O)=[CH:34][N:33]2[CH:39]=[CH:40][N:41]=[C:32]2[CH:31]=1.C(NC1C2C(=CC=CC=2)N=C(C2SC3C=CC=CC=3C=2)N=1)(C1C=CC=CC=1)C1C=CC=CC=1. The catalyst is C(Cl)(Cl)Cl.CO. The product is [CH2:1]([CH:8]([CH2:22][C:23]1[CH:28]=[CH:27][CH:26]=[CH:25][CH:24]=1)[CH2:9][NH:10][C:11]1[C:20]2[C:15](=[CH:16][CH:17]=[CH:18][CH:19]=2)[N:14]=[C:13]([C:35]2[C:30]([CH3:29])=[CH:31][C:32]3[N:33]([CH:39]=[CH:40][N:41]=3)[CH:34]=2)[N:12]=1)[C:2]1[CH:7]=[CH:6][CH:5]=[CH:4][CH:3]=1. The yield is 0.370.